The task is: Binary Classification. Given a miRNA mature sequence and a target amino acid sequence, predict their likelihood of interaction.. This data is from Experimentally validated miRNA-target interactions with 360,000+ pairs, plus equal number of negative samples. (1) The miRNA is hsa-miR-532-5p with sequence CAUGCCUUGAGUGUAGGACCGU. The protein sequence of the target gene is MAAPGAGDPLNAKNGNAPFAQRIDPSREKLTPAQLQFMRQVQLAQWQKTLPQRRTRNIMTGLGIGALVLAIYGYTFYSVAQERFLDELEDEAKAARARALERERASGP. Result: 0 (no interaction). (2) The miRNA is mmu-miR-204-5p with sequence UUCCCUUUGUCAUCCUAUGCCU. The protein sequence of the target gene is MSPWQPLLLALLAFGCSSAAPYQRQPTFVVFPKDLKTSNLTDTQLAEAYLYRYGYTRAAQMMGEKQSLRPALLMLQKQLSLPQTGELDSQTLKAIRTPRCGVPDVGRFQTFKGLKWDHHNITYWIQNYSEDLPRDMIDDAFARAFAVWGEVAPLTFTRVYGPEADIVIQFGVAEHGDGYPFDGKDGLLAHAFPPGAGVQGDAHFDDDELWSLGKGVVIPTYYGNSNGAPCHFPFTFEGRSYSACTTDGRNDGTPWCSTTADYDKDGKFGFCPSERLYTEHGNGEGKPCVFPFIFEGRSYS.... Result: 1 (interaction). (3) The miRNA is mmu-miR-181b-1-3p with sequence CUCACUGAACAAUGAAUGCAA. The protein sequence of the target gene is MEGKWLLCLLLVLGTAAVEAHDGHDDDAIDIEDDLDDVIEEVEDSKSKSDASTPPSPKVTYKAPVPTGEVYFADSFDRGSLSGWILSKAKKDDTDDEIAKYDGKWEVDEMKETKLPGDKGLVLMSRAKHHAISAKLNKPFLFDTKPLIVQYEVNFQNGIECGGAYVKLLSKTAELSLDQFHDKTPYTIMFGPDKCGEDYKLHFIFRHKNPKTGVYEEKHAKRPDADLKTYFTDKKTHLYTLILNPDNSFEILVDQSVVNSGNLLNDMTPPVNPSREIEDPEDRKPEDWDERPKIADPDAV.... Result: 0 (no interaction). (4) The protein sequence of the target gene is MSHQKKQPTPCPPVGCGKTSGGGGGGGGGGGGGYYSGGGSGCGGGSSGGGSSCGGGGGGSYGGGSSCGGGGGSGGGVKYSGGGGGSSCGGGYSGGGGGSSCGGGYSGGGGGSSCGGGYSGGGGGSSCGGGSYSGGGSSCGGGGGSGGGVKYSGGGGGGGSSCGGGSSGGGGGGSSCGGGSGGGGSYCGGSSGGGSSGGCGGGSGGGKYSGGGGGSSCGGGYSGGGGSSGGSSCGGGYSGGGGSSCGGGGGYSGGGGSSCGGGSSGGGGGGSSQQYQCQSYGGGSSGGSSCGGRYSGGGGS.... The miRNA is hsa-miR-6763-3p with sequence CUCCCCGGCCUCUGCCCCCAG. Result: 0 (no interaction). (5) The miRNA is hsa-miR-562 with sequence AAAGUAGCUGUACCAUUUGC. The protein sequence of the target gene is MACARPLISVYSEKGESSGKNVTLPAVFKAPIRPDIVNFVHTNLRKNNRQPYAVSELAGHQTSAESWGTGRAVARIPRVRGGGTHRSGQGAFGNMCRGGRMFAPTKTWRRWHRRVNTTQKRYAICSALAASALPALVMSKGHRIEEVPELPLVVEDKVEGYKKTKEAVLLLKKLKAWNDIKKVYASQRMRAGKGKMRNRRRIQRRGPCIIYNEDNGIIKAFRNIPGITLLNVSKLNILKLAPGGHVGRFCIWTESAFRKLDELYGTWRKAASLKSNYNLPMHKMINTDLSRILKSPEIQR.... Result: 1 (interaction).